From a dataset of Forward reaction prediction with 1.9M reactions from USPTO patents (1976-2016). Predict the product of the given reaction. (1) Given the reactants [Cl:1][C:2]1[CH:3]=[N:4][C:5]([N:12]2[CH2:15][CH:14]([CH2:16][OH:17])[CH2:13]2)=[C:6]([CH:11]=1)[C:7]([O:9][CH3:10])=[O:8].[F:18][C:19]1[CH:20]=[C:21](O)[CH:22]=[CH:23][CH:24]=1, predict the reaction product. The product is: [Cl:1][C:2]1[CH:3]=[N:4][C:5]([N:12]2[CH2:13][CH:14]([CH2:16][O:17][C:23]3[CH:22]=[CH:21][CH:20]=[C:19]([F:18])[CH:24]=3)[CH2:15]2)=[C:6]([CH:11]=1)[C:7]([O:9][CH3:10])=[O:8]. (2) Given the reactants [Br:1][C:2]1[CH:9]=[C:6]([CH:7]=O)[C:5]([OH:10])=[CH:4][CH:3]=1.[Cl-].[CH2:12]([NH2+:16]CCCC)[CH2:13]CC.[N+:21]([CH2:24][CH2:25][OH:26])([O-:23])=[O:22].[BH3-]C#N.[Na+], predict the reaction product. The product is: [Br:1][C:2]1[CH:9]=[C:6]2[C:5](=[CH:4][CH:3]=1)[O:10][CH2:13][CH:12]([NH2:16])[CH2:7]2.[Br:1][C:2]1[CH:9]=[C:6]2[C:5](=[CH:4][CH:3]=1)[O:26][CH2:25][CH:24]([N+:21]([O-:23])=[O:22])[CH2:7]2. (3) Given the reactants [Cl:1][C:2]1[CH:7]=[CH:6][CH:5]=[CH:4][C:3]=1[C:8]1[C:12]([C:13]2[N:14](COCC[Si](C)(C)C)[CH:15]=[CH:16][N:17]=2)=[CH:11][N:10]([C:26]2[C:31]([CH3:32])=[CH:30][N:29]=[C:28]([N:33](CC3C=CC(OC)=CC=3OC)[C:34](=[O:36])[CH3:35])[CH:27]=2)[N:9]=1.C(O)(C(F)(F)F)=O, predict the reaction product. The product is: [Cl:1][C:2]1[CH:7]=[CH:6][CH:5]=[CH:4][C:3]=1[C:8]1[C:12]([C:13]2[NH:17][CH:16]=[CH:15][N:14]=2)=[CH:11][N:10]([C:26]2[C:31]([CH3:32])=[CH:30][N:29]=[C:28]([NH:33][C:34](=[O:36])[CH3:35])[CH:27]=2)[N:9]=1. (4) The product is: [F:38][CH:2]([F:1])[O:3][C:4]1[CH:9]=[CH:8][C:7]([NH:10][C:11]2[N:15]=[C:14]([C@@H:16]3[CH2:41][C@H:17]3[C:18]3[CH:19]=[C:20]4[C:25](=[CH:26][CH:27]=3)[N:24]([CH2:28][O:29][CH2:30][CH2:31][Si:32]([CH3:35])([CH3:34])[CH3:33])[C:23](=[O:36])[CH:22]=[CH:21]4)[O:13][N:12]=2)=[CH:6][C:5]=1[CH3:37]. Given the reactants [F:1][CH:2]([F:38])[O:3][C:4]1[CH:9]=[CH:8][C:7]([NH:10][C:11]2[N:15]=[C:14](/[CH:16]=[CH:17]/[C:18]3[CH:19]=[C:20]4[C:25](=[CH:26][CH:27]=3)[N:24]([CH2:28][O:29][CH2:30][CH2:31][Si:32]([CH3:35])([CH3:34])[CH3:33])[C:23](=[O:36])[CH:22]=[CH:21]4)[O:13][N:12]=2)=[CH:6][C:5]=1[CH3:37].[N+](=[CH2:41])=[N-], predict the reaction product. (5) Given the reactants [H-].[Al+3].[Li+].[H-].[H-].[H-].[CH2:7]([O:14][C:15]1[CH:20]=[CH:19][CH:18]=[CH:17][C:16]=1[N:21]1[CH2:26][CH2:25][C:24]([C:29]2[CH:34]=[CH:33][CH:32]=[C:31]([O:35][CH3:36])[CH:30]=2)([C:27]#[N:28])[CH2:23][CH2:22]1)[C:8]1[CH:13]=[CH:12][CH:11]=[CH:10][CH:9]=1.N.[CH:38]([C:41]1[CH:42]=[C:43]([NH:63][C:64](=[O:70])[O:65][C:66]([CH3:69])([CH3:68])[CH3:67])[CH:44]=[C:45]([CH:60]([CH3:62])[CH3:61])[C:46]=1[NH:47][C:48](OC1C=CC([N+]([O-])=O)=CC=1)=[O:49])([CH3:40])[CH3:39], predict the reaction product. The product is: [CH2:7]([O:14][C:15]1[CH:20]=[CH:19][CH:18]=[CH:17][C:16]=1[N:21]1[CH2:22][CH2:23][C:24]([CH2:27][NH:28][C:48]([NH:47][C:46]2[C:45]([CH:60]([CH3:62])[CH3:61])=[CH:44][C:43]([NH:63][C:64]([O:65][C:66]([CH3:67])([CH3:69])[CH3:68])=[O:70])=[CH:42][C:41]=2[CH:38]([CH3:40])[CH3:39])=[O:49])([C:29]2[CH:34]=[CH:33][CH:32]=[C:31]([O:35][CH3:36])[CH:30]=2)[CH2:25][CH2:26]1)[C:8]1[CH:13]=[CH:12][CH:11]=[CH:10][CH:9]=1.